This data is from Forward reaction prediction with 1.9M reactions from USPTO patents (1976-2016). The task is: Predict the product of the given reaction. (1) Given the reactants [F:1][C:2]1[CH:7]=[CH:6][C:5]([F:8])=[CH:4][C:3]=1[C@H:9]1[CH2:13][CH2:12][CH2:11][N:10]1[C:14]1[CH:19]=[CH:18][N:17]2[N:20]=[CH:21][C:22]([C:23](O)=[O:24])=[C:16]2[N:15]=1.CN(C(ON1N=NC2C=CC=NC1=2)=[N+](C)C)C.F[P-](F)(F)(F)(F)F.[C:50]([NH2:54])([CH3:53])([CH3:52])[CH3:51].C(N(C(C)C)CC)(C)C, predict the reaction product. The product is: [C:50]([NH:54][C:23]([C:22]1[CH:21]=[N:20][N:17]2[CH:18]=[CH:19][C:14]([N:10]3[CH2:11][CH2:12][CH2:13][C@@H:9]3[C:3]3[CH:4]=[C:5]([F:8])[CH:6]=[CH:7][C:2]=3[F:1])=[N:15][C:16]=12)=[O:24])([CH3:53])([CH3:52])[CH3:51]. (2) Given the reactants [CH2:1]([N:8]([CH2:15]CCl)[CH2:9][C:10]1[N:11]=[CH:12][NH:13][CH:14]=1)[C:2]1[CH:7]=[CH:6][CH:5]=[CH:4][CH:3]=1.[CH2:18](N(CC)CC)C, predict the reaction product. The product is: [CH2:1]([N:8]1[CH2:9][CH2:10][N:11]2[CH:18]=[CH:14][N:13]=[C:12]2[CH2:15]1)[C:2]1[CH:3]=[CH:4][CH:5]=[CH:6][CH:7]=1.